Dataset: Catalyst prediction with 721,799 reactions and 888 catalyst types from USPTO. Task: Predict which catalyst facilitates the given reaction. (1) Reactant: [NH2:1][C@@H:2]([CH2:6][S:7][CH2:8][C:9]1[CH:14]=[CH:13][C:12]([O:15][CH3:16])=[CH:11][CH:10]=1)[C:3]([OH:5])=[O:4].[CH3:17][Si](Cl)(C)C. Product: [CH3:17][O:4][C:3](=[O:5])[C@@H:2]([NH2:1])[CH2:6][S:7][CH2:8][C:9]1[CH:10]=[CH:11][C:12]([O:15][CH3:16])=[CH:13][CH:14]=1. The catalyst class is: 125. (2) Reactant: [O:1]1[CH:5]=[CH:4][C:3]2[CH:6]=[CH:7][CH:8]=[CH:9][C:2]1=2.[Li][C:11](C)(C)[CH3:12].ICC. Product: [CH2:11]([C:5]1[O:1][C:2]2[CH:9]=[CH:8][CH:7]=[CH:6][C:3]=2[CH:4]=1)[CH3:12]. The catalyst class is: 1. (3) Reactant: [CH2:1]([C:8]1[CH:20]=[CH:19][C:11]([O:12][CH2:13][C@H:14]2[CH2:18][CH2:17][CH2:16][NH:15]2)=[CH:10][CH:9]=1)[C:2]1[CH:7]=[CH:6][CH:5]=[CH:4][CH:3]=1.Cl.[N:22]1[CH:27]=[CH:26][C:25]([CH2:28]Cl)=[CH:24][CH:23]=1.C(N(CC)CC)C. Product: [CH2:1]([C:8]1[CH:20]=[CH:19][C:11]([O:12][CH2:13][C@H:14]2[CH2:18][CH2:17][CH2:16][N:15]2[CH2:28][C:25]2[CH:26]=[CH:27][N:22]=[CH:23][CH:24]=2)=[CH:10][CH:9]=1)[C:2]1[CH:3]=[CH:4][CH:5]=[CH:6][CH:7]=1. The catalyst class is: 4. (4) Reactant: Cl.[NH2:2][C:3]1[N:8]=[CH:7][C:6]([C:9]2[CH:10]=[N:11][N:12]([CH:14]3[CH2:19][CH2:18][N:17](C(OC(C)(C)C)=O)[CH2:16][CH2:15]3)[CH:13]=2)=[CH:5][C:4]=1[C:27]1[NH:31][C:30]2[CH:32]=[CH:33][CH:34]=[CH:35][C:29]=2[N:28]=1. Product: [NH:31]1[C:30]2[CH:32]=[CH:33][CH:34]=[CH:35][C:29]=2[N:28]=[C:27]1[C:4]1[C:3]([NH2:2])=[N:8][CH:7]=[C:6]([C:9]2[CH:10]=[N:11][N:12]([CH:14]3[CH2:15][CH2:16][NH:17][CH2:18][CH2:19]3)[CH:13]=2)[CH:5]=1. The catalyst class is: 12. (5) Reactant: [O:1]1[C:6]2=[CH:7][N:8]=[C:9]([C:11](OC)=[O:12])[CH:10]=[C:5]2[CH2:4][CH2:3][CH2:2]1.[Li+].[BH4-].Cl.[OH-].[Na+]. The catalyst class is: 7. Product: [O:1]1[C:6]2=[CH:7][N:8]=[C:9]([CH2:11][OH:12])[CH:10]=[C:5]2[CH2:4][CH2:3][CH2:2]1. (6) Reactant: [O:1]=[C:2]1[N:11]([C:12]2[CH:17]=[CH:16][CH:15]=[C:14]([C:18]([F:21])([F:20])[F:19])[CH:13]=2)[C:10]2[C:5](=[CH:6][CH:7]=[CH:8][CH:9]=2)[N:4]=[C:3]1[C:22]([OH:24])=O.CN(C(ON1N=NC2C=CC=NC1=2)=[N+](C)C)C.F[P-](F)(F)(F)(F)F.C1C=NC2N(O)N=NC=2C=1.CCN(C(C)C)C(C)C.[Cl:68][C:69]1[CH:76]=[CH:75][C:72]([CH2:73][NH2:74])=[CH:71][CH:70]=1. Product: [Cl:68][C:69]1[CH:76]=[CH:75][C:72]([CH2:73][NH:74][C:22]([C:3]2[C:2](=[O:1])[N:11]([C:12]3[CH:17]=[CH:16][CH:15]=[C:14]([C:18]([F:19])([F:20])[F:21])[CH:13]=3)[C:10]3[C:5](=[CH:6][CH:7]=[CH:8][CH:9]=3)[N:4]=2)=[O:24])=[CH:71][CH:70]=1. The catalyst class is: 179. (7) Reactant: [F-].C([N+](CCCC)(CCCC)CCCC)CCC.C([Si](C)(C)[O:24][CH2:25][CH:26]([CH3:51])[O:27][C:28]1[CH:33]=[CH:32][CH:31]=[CH:30][C:29]=1[C:34]([N:36]1[CH2:50][C:39]2=[C:40]3[N:45]([N:46]=[C:38]2[CH2:37]1)[C:44]([CH3:47])=[C:43]([Cl:48])[C:42]([CH3:49])=[N:41]3)=[O:35])(C)(C)C. Product: [Cl:48][C:43]1[C:42]([CH3:49])=[N:41][C:40]2[N:45]([N:46]=[C:38]3[CH2:37][N:36]([C:34]([C:29]4[CH:30]=[CH:31][CH:32]=[CH:33][C:28]=4[O:27][CH:26]([CH3:51])[CH2:25][OH:24])=[O:35])[CH2:50][C:39]3=2)[C:44]=1[CH3:47]. The catalyst class is: 1. (8) Reactant: S([N:11]1[C:15]2[N:16]=[CH:17][C:18]3[N:19]([C:20]([C@@H:23]4[CH2:27][CH2:26][C@@H:25]([NH:28][C:29]5[CH:34]=[CH:33][CH:32]=[CH:31][CH:30]=5)[CH2:24]4)=[N:21][N:22]=3)[C:14]=2[CH:13]=[CH:12]1)(C1C=CC(C)=CC=1)(=O)=O.[OH-].[Na+].CC(O)=O. Product: [C:20]1([C@@H:23]2[CH2:27][CH2:26][C@@H:25]([NH:28][C:29]3[CH:34]=[CH:33][CH:32]=[CH:31][CH:30]=3)[CH2:24]2)[N:19]2[C:14]3[CH:13]=[CH:12][NH:11][C:15]=3[N:16]=[CH:17][C:18]2=[N:22][N:21]=1. The catalyst class is: 12.